From a dataset of Full USPTO retrosynthesis dataset with 1.9M reactions from patents (1976-2016). Predict the reactants needed to synthesize the given product. (1) Given the product [Br:1][C:2]1[CH:3]=[CH:4][C:5]2[S:9](=[O:10])(=[O:29])[N:8]([CH2:12][CH2:13][S:20]([CH3:24])(=[O:22])=[O:19])[CH:7]([CH3:16])[C:6]=2[CH:17]=1, predict the reactants needed to synthesize it. The reactants are: [Br:1][C:2]1[CH:3]=[CH:4][C:5]2[S:9](=O)(=[O:10])[N:8]([CH2:12][CH2:13]SC)[CH:7]([CH3:16])[C:6]=2[CH:17]=1.O[O:19][S:20]([O-:22])=O.[K+].[CH2:24]1COCC1.[OH2:29]. (2) Given the product [C:13]1([C@@H:19]([NH:22][C:1]([CH2:2][C:3]2[CH:11]=[CH:10][CH:9]=[CH:8][C:4]=2[C:5]([OH:7])=[O:6])=[O:12])[CH2:20][CH3:21])[CH:18]=[CH:17][CH:16]=[CH:15][CH:14]=1, predict the reactants needed to synthesize it. The reactants are: [C:1]1(=[O:12])[O:7][C:5](=[O:6])[C:4]2=[CH:8][CH:9]=[CH:10][CH:11]=[C:3]2[CH2:2]1.[C:13]1([C@@H:19]([NH2:22])[CH2:20][CH3:21])[CH:18]=[CH:17][CH:16]=[CH:15][CH:14]=1. (3) Given the product [Cl:1][C:2]1[CH:3]=[C:4]([C:12]2([C:27]([F:30])([F:28])[F:29])[O:16][N:15]=[C:14]([C:17]3[CH:25]=[CH:24][C:20]([C:21]([N:53]4[CH2:57][C:56](=[O:58])[NH:55][CH2:54]4)=[O:23])=[C:19]([CH3:26])[CH:18]=3)[CH2:13]2)[CH:5]=[C:6]([C:8]([F:11])([F:9])[F:10])[CH:7]=1, predict the reactants needed to synthesize it. The reactants are: [Cl:1][C:2]1[CH:3]=[C:4]([C:12]2([C:27]([F:30])([F:29])[F:28])[O:16][N:15]=[C:14]([C:17]3[CH:25]=[CH:24][C:20]([C:21]([OH:23])=O)=[C:19]([CH3:26])[CH:18]=3)[CH2:13]2)[CH:5]=[C:6]([C:8]([F:11])([F:10])[F:9])[CH:7]=1.CCN=C=NCCCN(C)C.C1C=CC2N(O)N=NC=2C=1.Cl.[NH:53]1[CH2:57][C:56](=[O:58])[NH:55][CH2:54]1.